Dataset: Forward reaction prediction with 1.9M reactions from USPTO patents (1976-2016). Task: Predict the product of the given reaction. (1) Given the reactants C[O:2][C:3]1[CH:8]=[CH:7][CH:6]=[CH:5][C:4]=1[C:9]1[N:18]=[C:17]([NH:19][C@H:20]2[CH2:24][CH2:23][N:22](C(OC(C)(C)C)=O)[CH2:21]2)[C:16]2[C:11](=[CH:12][CH:13]=[CH:14][CH:15]=2)[N:10]=1.[H-].[Na+].I[CH3:35].O, predict the reaction product. The product is: [CH3:35][N:19]([C@H:20]1[CH2:24][CH2:23][NH:22][CH2:21]1)[C:17]1[C:16]2[C:11](=[CH:12][CH:13]=[CH:14][CH:15]=2)[N:10]=[C:9]([C:4]2[CH:5]=[CH:6][CH:7]=[CH:8][C:3]=2[OH:2])[N:18]=1. (2) Given the reactants [NH:1]1[C:5]2[CH:6]=[CH:7][CH:8]=[CH:9][C:4]=2[N:3]=[N:2]1.[N+]([O-])([O-])=O.[Ag+:14], predict the reaction product. The product is: [Ag:14].[NH:1]1[C:5]2[CH:6]=[CH:7][CH:8]=[CH:9][C:4]=2[N:3]=[N:2]1. (3) The product is: [NH2:20][C:21]1[C:26]([C:27](=[O:30])[CH2:28][CH3:29])=[CH:25][CH:24]=[C:23]([NH:31][CH2:32][CH2:33][NH:34][C:2]2[C:3]3[N:4]([N:16]=[CH:17][N:18]=3)[CH:5]=[C:6]([C:8]3[CH:13]=[CH:12][C:11]([Cl:14])=[CH:10][C:9]=3[Cl:15])[N:7]=2)[N:22]=1. Given the reactants Cl[C:2]1[C:3]2[N:4]([N:16]=[CH:17][N:18]=2)[CH:5]=[C:6]([C:8]2[CH:13]=[CH:12][C:11]([Cl:14])=[CH:10][C:9]=2[Cl:15])[N:7]=1.Cl.[NH2:20][C:21]1[C:26]([C:27](=[O:30])[CH2:28][CH3:29])=[CH:25][CH:24]=[C:23]([NH:31][CH2:32][CH2:33][NH2:34])[N:22]=1.C(N(CC)C(C)C)(C)C, predict the reaction product. (4) Given the reactants [H][H].[C:3]1([C:9]2[CH2:14][CH2:13][CH2:12][CH2:11][CH:10]=2)[CH:8]=[CH:7][CH:6]=[CH:5][CH:4]=1, predict the reaction product. The product is: [C:3]1([CH:9]2[CH2:14][CH2:13][CH2:12][CH2:11][CH2:10]2)[CH:8]=[CH:7][CH:6]=[CH:5][CH:4]=1. (5) Given the reactants [CH2:1]([O:4][CH2:5][CH2:6][O:7][CH2:8][CH:9]=[CH2:10])[CH:2]=[CH2:3].[Cl:11][SiH:12]([Cl:14])[Cl:13], predict the reaction product. The product is: [Cl:11][Si:12]([Cl:14])([Cl:13])[CH2:3][CH2:2][CH2:1][O:4][CH2:5][CH2:6][O:7][CH2:8][CH2:9][CH2:10][Si:12]([Cl:14])([Cl:13])[Cl:11]. (6) Given the reactants [H-].[Na+].[C:3]([O:11][CH2:12][CH3:13])(=[O:10])[CH2:4][C:5]([O:7][CH2:8][CH3:9])=[O:6].Br[C:15]1[C:20]([F:21])=[CH:19][C:18]([F:22])=[CH:17][C:16]=1[F:23].Cl, predict the reaction product. The product is: [F:21][C:20]1[CH:15]=[C:16]([F:23])[CH:17]=[C:18]([F:22])[C:19]=1[CH:4]([C:5]([O:7][CH2:8][CH3:9])=[O:6])[C:3]([O:11][CH2:12][CH3:13])=[O:10].